This data is from Forward reaction prediction with 1.9M reactions from USPTO patents (1976-2016). The task is: Predict the product of the given reaction. (1) Given the reactants [F:1][C:2]1[C:7]([O:8][CH3:9])=[CH:6][C:5]([NH:10][C:11]2[CH:16]=[CH:15][C:14]([N:17]3[CH2:22][CH2:21][NH:20][CH2:19][CH2:18]3)=[CH:13][CH:12]=2)=[C:4]([N+:23]([O-:25])=[O:24])[CH:3]=1.[CH3:26][C:27]([CH3:34])([CH:32]=O)[C:28]([O:30][CH3:31])=[O:29], predict the reaction product. The product is: [F:1][C:2]1[C:7]([O:8][CH3:9])=[CH:6][C:5]([NH:10][C:11]2[CH:16]=[CH:15][C:14]([N:17]3[CH2:18][CH2:19][N:20]([CH2:26][C:27]([CH3:34])([CH3:32])[C:28]([O:30][CH3:31])=[O:29])[CH2:21][CH2:22]3)=[CH:13][CH:12]=2)=[C:4]([N+:23]([O-:25])=[O:24])[CH:3]=1. (2) Given the reactants [CH3:1][S:2][C:3]1[NH:4][C:5]([NH2:8])=[N:6][N:7]=1.Cl[C:10]1[C:19]2=[N:20][N:21](CC3C=CC(OC)=CC=3)[CH:22]=[C:18]2[C:17]2[CH:16]=[C:15]([O:32][CH3:33])[CH:14]=[CH:13][C:12]=2[N:11]=1, predict the reaction product. The product is: [CH3:33][O:32][C:15]1[CH:14]=[CH:13][C:12]2[N:11]=[C:10]([NH:8][C:5]3[NH:4][C:3]([S:2][CH3:1])=[N:7][N:6]=3)[C:19]3=[N:20][NH:21][CH:22]=[C:18]3[C:17]=2[CH:16]=1. (3) The product is: [NH2:14][C:12]1[CH:11]=[CH:10][C:5]([C:6]([O:8][CH3:9])=[O:7])=[C:4]([O:3][CH:2]([F:1])[F:17])[CH:13]=1. Given the reactants [F:1][CH:2]([F:17])[O:3][C:4]1[CH:13]=[C:12]([N+:14]([O-])=O)[CH:11]=[CH:10][C:5]=1[C:6]([O:8][CH3:9])=[O:7], predict the reaction product.